From a dataset of Retrosynthesis with 50K atom-mapped reactions and 10 reaction types from USPTO. Predict the reactants needed to synthesize the given product. (1) Given the product C=CC(=O)Nc1cccc(-c2c(CO)ccc3cnc(Nc4ccc(N5CCN(C)CC5)cc4)nc23)c1, predict the reactants needed to synthesize it. The reactants are: C=CC(=O)Nc1cccc(-c2c(COC(C)=O)ccc3cnc(Nc4ccc(N5CCN(C)CC5)cc4)nc23)c1. (2) Given the product CCOC(=O)c1cn(-c2cc(NC(C)=O)ncc2C)cc1-c1ccccc1Cl, predict the reactants needed to synthesize it. The reactants are: CC(=O)Nc1cc(Br)c(C)cn1.CCOC(=O)c1c[nH]cc1-c1ccccc1Cl. (3) The reactants are: Fc1ccc(C(F)F)c(CN2CCN(c3ccc4nnc(C(F)(F)F)n4n3)CC2)c1. Given the product Fc1ccc(C(F)F)c(CN2CCN(c3ccc4nnc(C(F)F)n4n3)CC2)c1, predict the reactants needed to synthesize it.